The task is: Predict the product of the given reaction.. This data is from Forward reaction prediction with 1.9M reactions from USPTO patents (1976-2016). (1) Given the reactants C(=O)(O)[O-].[Na+].[N:6]#[C:7]Br.[NH2:9][C:10]1[CH:11]=[C:12]([CH:17]=[C:18]([C:20]([F:23])([F:22])[F:21])[CH:19]=1)[C:13]([NH:15][NH2:16])=[O:14].CCOC(C)=O, predict the reaction product. The product is: [NH2:9][C:10]1[CH:11]=[C:12]([C:13]2[O:14][C:7]([NH2:6])=[N:16][N:15]=2)[CH:17]=[C:18]([C:20]([F:23])([F:22])[F:21])[CH:19]=1. (2) The product is: [CH2:1]([O:8][C:9]1[C:10](=[O:26])[N:11]([CH2:15][S:16]([C:19]2[CH:24]=[CH:23][C:22]([C:32]3[CH:33]=[CH:34][C:29]([O:28][CH3:27])=[CH:30][CH:31]=3)=[CH:21][CH:20]=2)(=[O:18])=[O:17])[CH:12]=[CH:13][CH:14]=1)[C:2]1[CH:7]=[CH:6][CH:5]=[CH:4][CH:3]=1. Given the reactants [CH2:1]([O:8][C:9]1[C:10](=[O:26])[N:11]([CH2:15][S:16]([C:19]2[CH:24]=[CH:23][C:22](Br)=[CH:21][CH:20]=2)(=[O:18])=[O:17])[CH:12]=[CH:13][CH:14]=1)[C:2]1[CH:7]=[CH:6][CH:5]=[CH:4][CH:3]=1.[CH3:27][O:28][C:29]1[CH:34]=[CH:33][C:32](B(O)O)=[CH:31][CH:30]=1, predict the reaction product. (3) Given the reactants [Cl:1][C:2]1[CH:8]=[CH:7][C:5]([NH2:6])=[CH:4][C:3]=1[C:9]1[CH:14]=[CH:13][CH:12]=[CH:11][N:10]=1.[Cl:15][C:16]1[CH:24]=[C:23]([S:25]([CH2:28][C@H:29]([OH:31])[CH3:30])(=[O:27])=[O:26])[CH:22]=[CH:21][C:17]=1[C:18](O)=[O:19], predict the reaction product. The product is: [Cl:15][C:16]1[CH:24]=[C:23]([S:25]([CH2:28][C@H:29]([OH:31])[CH3:30])(=[O:26])=[O:27])[CH:22]=[CH:21][C:17]=1[C:18]([NH:6][C:5]1[CH:7]=[CH:8][C:2]([Cl:1])=[C:3]([C:9]2[CH:14]=[CH:13][CH:12]=[CH:11][N:10]=2)[CH:4]=1)=[O:19]. (4) Given the reactants [NH2:1][C:2]1[N:7]=[C:6]2[N:8]([C:11]([O:13][C:14]([CH3:17])([CH3:16])[CH3:15])=[O:12])[N:9]=[CH:10][C:5]2=[C:4](Cl)[N:3]=1.C([Sn](CCCC)(CCCC)[C:24]1[O:25][CH:26]=[CH:27][CH:28]=1)CCC, predict the reaction product. The product is: [NH2:1][C:2]1[N:7]=[C:6]2[N:8]([C:11]([O:13][C:14]([CH3:17])([CH3:16])[CH3:15])=[O:12])[N:9]=[CH:10][C:5]2=[C:4]([C:24]2[O:25][CH:26]=[CH:27][CH:28]=2)[N:3]=1.